Task: Predict the reactants needed to synthesize the given product.. Dataset: Full USPTO retrosynthesis dataset with 1.9M reactions from patents (1976-2016) (1) Given the product [Cl:1][C:2]1[CH:7]=[CH:6][C:5]([CH:8]([C:21]2[CH:22]=[CH:23][C:24]([Cl:27])=[CH:25][CH:26]=2)[C:9]2[C:17]3[C:12](=[C:13]([CH2:18][S:19]([CH3:20])=[O:39])[CH:14]=[CH:15][CH:16]=3)[NH:11][CH:10]=2)=[CH:4][CH:3]=1, predict the reactants needed to synthesize it. The reactants are: [Cl:1][C:2]1[CH:7]=[CH:6][C:5]([CH:8]([C:21]2[CH:26]=[CH:25][C:24]([Cl:27])=[CH:23][CH:22]=2)[C:9]2[C:17]3[C:12](=[C:13]([CH2:18][S:19][CH3:20])[CH:14]=[CH:15][CH:16]=3)[NH:11][CH:10]=2)=[CH:4][CH:3]=1.ClCCl.ClC1C=CC=C(C(OO)=[O:39])C=1. (2) The reactants are: Cl.Cl.[NH2:3][C:4]1([CH2:10][NH:11][C:12](=[O:20])[C:13]2[CH:18]=[CH:17][C:16]([Cl:19])=[CH:15][CH:14]=2)[CH2:9][CH2:8][NH:7][CH2:6][CH2:5]1.Cl[C:22]1[C:23]2[CH:30]=[CH:29][NH:28][C:24]=2[N:25]=[CH:26][N:27]=1.C(N(CC)CC)C. Given the product [NH2:3][C:4]1([CH2:10][NH:11][C:12](=[O:20])[C:13]2[CH:14]=[CH:15][C:16]([Cl:19])=[CH:17][CH:18]=2)[CH2:9][CH2:8][N:7]([C:22]2[C:23]3[CH:30]=[CH:29][NH:28][C:24]=3[N:25]=[CH:26][N:27]=2)[CH2:6][CH2:5]1, predict the reactants needed to synthesize it. (3) Given the product [CH2:11]([O:10][C:8]([NH:7][CH2:6][CH2:5][CH2:4][CH2:3][C@@H:2]([C:18]([O:20][CH2:21][C:22]1[CH:27]=[CH:26][CH:25]=[CH:24][CH:23]=1)=[O:19])[NH:1][C:46](=[O:47])[C@H:30]([CH2:31][CH2:32][CH2:33][CH2:34][NH:35][C:36]([O:38][CH2:39][C:40]1[CH:45]=[CH:44][CH:43]=[CH:42][CH:41]=1)=[O:37])[NH:29][C:49]([O:51][CH2:52][C:53]1[CH:58]=[CH:57][CH:56]=[CH:55][CH:54]=1)=[O:50])=[O:9])[C:12]1[CH:13]=[CH:14][CH:15]=[CH:16][CH:17]=1, predict the reactants needed to synthesize it. The reactants are: [NH2:1][C@H:2]([C:18]([O:20][CH2:21][C:22]1[CH:27]=[CH:26][CH:25]=[CH:24][CH:23]=1)=[O:19])[CH2:3][CH2:4][CH2:5][CH2:6][NH:7][C:8]([O:10][CH2:11][C:12]1[CH:17]=[CH:16][CH:15]=[CH:14][CH:13]=1)=[O:9].Cl.[NH:29]([C:49]([O:51][CH2:52][C:53]1[CH:58]=[CH:57][CH:56]=[CH:55][CH:54]=1)=[O:50])[C@H:30]([C:46](O)=[O:47])[CH2:31][CH2:32][CH2:33][CH2:34][NH:35][C:36]([O:38][CH2:39][C:40]1[CH:45]=[CH:44][CH:43]=[CH:42][CH:41]=1)=[O:37].C1C=C2N=NN(O)C2=CC=1.O.C(N(CC)CC)C.CCN=C=NCCCN(C)C.Cl. (4) Given the product [Cl:6][C:7]1[CH:29]=[CH:28][C:10]([C:11]([N:13]([CH3:14])[C:15]2[CH:20]=[CH:19][CH:18]=[CH:17][C:16]=2[O:21][CH2:22][C:23]([CH3:27])([CH3:26])[C:24]([OH:2])=[O:25])=[O:12])=[CH:9][C:8]=1[C:30]1[CH:31]=[N:32][C:33]([C:38]([F:41])([F:39])[F:40])=[CH:34][C:35]=1[C:36]#[N:37], predict the reactants needed to synthesize it. The reactants are: I(O)(=O)(=O)=[O:2].[Cl:6][C:7]1[CH:29]=[CH:28][C:10]([C:11]([N:13]([C:15]2[CH:20]=[CH:19][CH:18]=[CH:17][C:16]=2[O:21][CH2:22][C:23]([CH3:27])([CH3:26])[CH2:24][OH:25])[CH3:14])=[O:12])=[CH:9][C:8]=1[C:30]1[CH:31]=[N:32][C:33]([C:38]([F:41])([F:40])[F:39])=[CH:34][C:35]=1[C:36]#[N:37].